From a dataset of Forward reaction prediction with 1.9M reactions from USPTO patents (1976-2016). Predict the product of the given reaction. (1) Given the reactants [F:1][C:2]1[CH:3]=[CH:4][C:5]([O:10][CH3:11])=[C:6]([CH:9]=1)[CH:7]=O.ClC1C=[C:15](C=CC=1)[CH:16]=[O:17].[CH3:21][Si:22]([CH3:29])([CH3:28])N[Si:22]([CH3:29])([CH3:28])[CH3:21].C([Li])CCC.C[Si](Cl)(C)C.C([N:42](CC)CC)C.C(Cl)(=O)C, predict the reaction product. The product is: [F:1][C:2]1[CH:3]=[CH:4][C:5]([O:10][CH3:11])=[C:6]([CH:7]=[N:42][C:16]([O:15][Si:22]([CH3:29])([CH3:28])[CH3:21])=[CH2:17])[CH:9]=1. (2) Given the reactants [F:1][C:2]([F:7])([F:6])[C:3]([OH:5])=[O:4].[Cl:8][C:9]1[N:10]=[CH:11][N:12]([C:14]2[CH:19]=[CH:18][C:17]([NH:20][C:21]3[N:38]=[C:24]4[CH:25]([C:31]5[CH:36]=[CH:35][C:34]([F:37])=[CH:33][CH:32]=5)[CH2:26]C(=O)C[CH2:29][N:23]4[N:22]=3)=[CH:16][C:15]=2[O:39][CH3:40])[CH:13]=1.CCN(S(F)(F)F)CC.[C:50](O)([C:52]([F:55])(F)[F:53])=O, predict the reaction product. The product is: [F:1][C:2]([F:7])([F:6])[C:3]([OH:5])=[O:4].[Cl:8][C:9]1[N:10]=[CH:11][N:12]([C:14]2[CH:19]=[CH:18][C:17]([NH:20][C:21]3[N:38]=[C:24]4[CH:25]([C:31]5[CH:36]=[CH:35][C:34]([F:37])=[CH:33][CH:32]=5)[CH2:26][C:52]([F:55])([F:53])[CH2:50][CH2:29][N:23]4[N:22]=3)=[CH:16][C:15]=2[O:39][CH3:40])[CH:13]=1. (3) Given the reactants [C:1]1([C@@H:7]2[CH2:9][C@H:8]2[N:10]=[C:11]=[O:12])[CH:6]=[CH:5][CH:4]=[CH:3][CH:2]=1.[NH2:13][CH2:14][CH2:15][CH2:16][CH2:17][N:18]1[C:26]2[CH:25]=[C:24]([CH3:27])[N:23]=[C:22]([NH2:28])[C:21]=2[N:20]=[C:19]1[CH2:29][O:30][CH2:31][CH3:32], predict the reaction product. The product is: [NH2:28][C:22]1[C:21]2[N:20]=[C:19]([CH2:29][O:30][CH2:31][CH3:32])[N:18]([CH2:17][CH2:16][CH2:15][CH2:14][NH:13][C:11]([NH:10][C@@H:8]3[CH2:9][C@H:7]3[C:1]3[CH:6]=[CH:5][CH:4]=[CH:3][CH:2]=3)=[O:12])[C:26]=2[CH:25]=[C:24]([CH3:27])[N:23]=1. (4) Given the reactants [CH2:1]([O:3][C:4](=[O:25])[CH2:5][C:6]1[N:7]([CH2:16][C:17]2[CH:22]=[CH:21][C:20]([O:23][CH3:24])=[CH:19][CH:18]=2)[CH:8]=[CH:9][C:10]=1[C:11]([O:13][CH2:14]C)=[O:12])[CH3:2].[H-].[Na+].[CH:28](OCC)=[O:29], predict the reaction product. The product is: [CH2:1]([O:3][C:4]([C:5]([C:6]1[N:7]([CH2:16][C:17]2[CH:22]=[CH:21][C:20]([O:23][CH3:24])=[CH:19][CH:18]=2)[CH:8]=[CH:9][C:10]=1[C:11]([O:13][CH3:14])=[O:12])=[CH:28][OH:29])=[O:25])[CH3:2]. (5) Given the reactants CO[C:3]([C:5]1[N:6]([CH3:20])[C:7]([C:10]2[S:18][C:17]3[C:12](=[N:13][CH:14]=[CH:15][C:16]=3[Cl:19])[CH:11]=2)=[CH:8][N:9]=1)=[O:4].[NH:21]1[CH2:25][CH2:24][CH2:23][CH2:22]1, predict the reaction product. The product is: [Cl:19][C:16]1[CH:15]=[CH:14][N:13]=[C:12]2[CH:11]=[C:10]([C:7]3[N:6]([CH3:20])[C:5]([C:3]([N:21]4[CH2:25][CH2:24][CH2:23][CH2:22]4)=[O:4])=[N:9][CH:8]=3)[S:18][C:17]=12.